This data is from Reaction yield outcomes from USPTO patents with 853,638 reactions. The task is: Predict the reaction yield, written as a fraction of the theoretical maximum amount of product (1.0 means a 100% yield; for example, 0.34 means a 34% yield). (1) The reactants are [CH3:1][O-].[Na+].[N:4]#[C:5][NH2:6].[Cl:7][C:8]1[CH:13]=[C:12]([N:14]=[C:15]=[S:16])[CH:11]=[C:10]([Cl:17])[C:9]=1[C:18]1[CH:23]=[CH:22][CH:21]=[CH:20][C:19]=1[F:24].CI. The catalyst is CO. The product is [C:5](/[N:6]=[C:15](\[S:16][CH3:1])/[NH:14][C:12]1[CH:13]=[C:8]([Cl:7])[C:9]([C:18]2[CH:23]=[CH:22][CH:21]=[CH:20][C:19]=2[F:24])=[C:10]([Cl:17])[CH:11]=1)#[N:4]. The yield is 0.260. (2) The reactants are [N:1]1[C:10]2[C:5](=[CH:6][C:7]([C:11]([OH:13])=O)=[CH:8][CH:9]=2)[CH:4]=[N:3][CH:2]=1.[O:14]([C:21]1[CH:22]=[C:23]([CH:26]=[CH:27][CH:28]=1)[CH2:24][NH2:25])[C:15]1[CH:20]=[CH:19][CH:18]=[CH:17][CH:16]=1.F[P-](F)(F)(F)(F)F.N1(O[P+](N(C)C)(N(C)C)N(C)C)C2C=CC=CC=2N=N1.C(N(CC)CC)C. The catalyst is CN(C)C=O.O. The product is [O:14]([C:21]1[CH:22]=[C:23]([CH:26]=[CH:27][CH:28]=1)[CH2:24][NH:25][C:11]([C:7]1[CH:6]=[C:5]2[C:10](=[CH:9][CH:8]=1)[N:1]=[CH:2][N:3]=[CH:4]2)=[O:13])[C:15]1[CH:16]=[CH:17][CH:18]=[CH:19][CH:20]=1. The yield is 0.500. (3) The reactants are [C:1]([OH:6])(=[O:5])[C:2]([CH3:4])=[O:3].[CH2:7](O)[CH2:8][CH2:9][CH3:10]. The catalyst is O.C1(C)C=CC(S(O)(=O)=O)=CC=1.C1(C)C=CC=CC=1. The product is [C:1]([O:6][CH2:7][CH2:8][CH2:9][CH3:10])(=[O:5])[C:2]([CH3:4])=[O:3]. The yield is 0.700. (4) The reactants are [CH3:1][C:2]([C:6]1[CH:11]=[CH:10][C:9]([N+:12]([O-:14])=[O:13])=[CH:8][CH:7]=1)([CH3:5])[CH2:3][NH2:4].[OH-].[Na+].[CH3:17][C:18]([O:21][C:22](O[C:22]([O:21][C:18]([CH3:20])([CH3:19])[CH3:17])=[O:23])=[O:23])([CH3:20])[CH3:19].OS([O-])(=O)=O.[K+]. The catalyst is O1CCOCC1.O. The product is [CH3:5][C:2]([C:6]1[CH:11]=[CH:10][C:9]([N+:12]([O-:14])=[O:13])=[CH:8][CH:7]=1)([CH3:1])[CH2:3][NH:4][C:22](=[O:23])[O:21][C:18]([CH3:20])([CH3:19])[CH3:17]. The yield is 0.800. (5) The reactants are [F:1][C:2]1[CH:42]=[N:41][C:5]2[N:6]([C:31]3[CH:32]=[C:33]([CH:38]=[CH:39][CH:40]=3)[C:34]([O:36]C)=[O:35])[C:7](=[O:30])[N:8]([C@H:11]3[CH2:16][CH2:15][C@@H:14]([NH:17][C:18]([C:20]4[N:21]=[C:22]5[CH:27]=[CH:26][C:25]([F:28])=[CH:24][N:23]5[CH:29]=4)=[O:19])[CH2:13][CH2:12]3)[C:9](=[O:10])[C:4]=2[CH:3]=1.[OH-].[Li+].C(O)(=O)C. The catalyst is O1CCOCC1.O. The product is [F:1][C:2]1[CH:42]=[N:41][C:5]2[N:6]([C:31]3[CH:32]=[C:33]([CH:38]=[CH:39][CH:40]=3)[C:34]([OH:36])=[O:35])[C:7](=[O:30])[N:8]([C@H:11]3[CH2:12][CH2:13][C@@H:14]([NH:17][C:18]([C:20]4[N:21]=[C:22]5[CH:27]=[CH:26][C:25]([F:28])=[CH:24][N:23]5[CH:29]=4)=[O:19])[CH2:15][CH2:16]3)[C:9](=[O:10])[C:4]=2[CH:3]=1. The yield is 0.120. (6) The reactants are Cl.[Br:2][C:3]1[CH:9]=[CH:8][C:6]([NH2:7])=[CH:5][C:4]=1[C:10]([F:13])([F:12])[F:11].Cl[C:15](OC(Cl)(Cl)Cl)=[O:16]. The catalyst is C1(C)C=CC=CC=1. The product is [Br:2][C:3]1[CH:9]=[CH:8][C:6]([N:7]=[C:15]=[O:16])=[CH:5][C:4]=1[C:10]([F:11])([F:12])[F:13]. The yield is 0.860. (7) The reactants are [F:1][C:2]1[CH:7]=[C:6]([SH:8])[CH:5]=[CH:4][C:3]=1[CH:9]([CH3:14])[C:10]([O:12]C)=[O:11].Br[CH:16]1[CH2:20][CH2:19][CH2:18][CH2:17]1.C(=O)([O-])[O-].[K+].[K+]. The catalyst is CN(C=O)C. The product is [CH:16]1([S:8][C:6]2[CH:5]=[CH:4][C:3]([CH:9]([CH3:14])[C:10]([OH:12])=[O:11])=[C:2]([F:1])[CH:7]=2)[CH2:20][CH2:19][CH2:18][CH2:17]1. The yield is 0.900. (8) The reactants are [OH-].[Na+].[F:3][C:4]([F:43])([F:42])[S:5]([N:8]([C:16]1[CH:21]=[CH:20][C:19]([O:22][C:23]2[C:32]3[C:27](=[CH:28][C:29]([O:33][CH3:34])=[CH:30][CH:31]=3)[CH:26]=[C:25]([CH3:35])[C:24]=2[C:36]2[CH:41]=[CH:40][CH:39]=[CH:38][CH:37]=2)=[CH:18][CH:17]=1)S(C(F)(F)F)(=O)=O)(=[O:7])=[O:6].Cl. The catalyst is C(Cl)Cl. The product is [F:42][C:4]([F:3])([F:43])[S:5]([NH:8][C:16]1[CH:21]=[CH:20][C:19]([O:22][C:23]2[C:32]3[C:27](=[CH:28][C:29]([O:33][CH3:34])=[CH:30][CH:31]=3)[CH:26]=[C:25]([CH3:35])[C:24]=2[C:36]2[CH:37]=[CH:38][CH:39]=[CH:40][CH:41]=2)=[CH:18][CH:17]=1)(=[O:6])=[O:7]. The yield is 0.640. (9) The reactants are [OH:1][C:2]1[CH:10]=[CH:9][C:5]([C:6]([OH:8])=O)=[CH:4][N:3]=1.S(Cl)(Cl)=O.[O:15]1[CH2:20][CH2:19][NH:18][C:17]2[CH:21]=[N:22][CH:23]=[CH:24][C:16]1=2.C(=O)([O-])[O-].[K+].[K+].C(=O)([O-])O.[Na+]. The catalyst is CN(C)C(=O)C.C(OCC)(=O)C. The product is [O:15]1[CH2:20][CH2:19][N:18]([C:6]([C:5]2[CH:4]=[N:3][C:2]([OH:1])=[CH:10][CH:9]=2)=[O:8])[C:17]2[CH:21]=[N:22][CH:23]=[CH:24][C:16]1=2. The yield is 0.450. (10) The reactants are Cl.[F:2][C:3]([F:13])([F:12])[C:4]1[C:5]([CH2:10]O)=[N:6][CH:7]=[CH:8][CH:9]=1.S(Cl)(Cl)=O.[NH:18]1[C:26]2[C:21](=[CH:22][CH:23]=[CH:24][CH:25]=2)[C:20]2([C:30]3[CH:31]=[CH:32][C:33]4[O:34][CH2:35][CH2:36][O:37][C:38]=4[C:29]=3[O:28][CH2:27]2)[C:19]1=[O:39].C(=O)([O-])[O-].[Cs+].[Cs+].[I-].[K+]. The catalyst is ClCCl.CN(C)C=O. The product is [F:2][C:3]([F:13])([F:12])[C:4]1[C:5]([CH2:10][N:18]2[C:26]3[C:21](=[CH:22][CH:23]=[CH:24][CH:25]=3)[C:20]3([C:30]4[CH:31]=[CH:32][C:33]5[O:34][CH2:35][CH2:36][O:37][C:38]=5[C:29]=4[O:28][CH2:27]3)[C:19]2=[O:39])=[N:6][CH:7]=[CH:8][CH:9]=1. The yield is 0.270.